From a dataset of Full USPTO retrosynthesis dataset with 1.9M reactions from patents (1976-2016). Predict the reactants needed to synthesize the given product. (1) Given the product [F:43][C:40]1[CH:41]=[C:42]2[C:37]([CH:36]=[CH:35][N:34]2[CH2:33][CH2:32][CH:30]2[CH2:31][N:28]([CH2:16][CH:13]3[O:12][C:8]4=[C:9]5[C:4](=[CH:5][CH:6]=[C:7]4[O:15][CH2:14]3)[N:3]=[C:2]([CH3:1])[CH:11]=[CH:10]5)[CH2:29]2)=[CH:38][CH:39]=1, predict the reactants needed to synthesize it. The reactants are: [CH3:1][C:2]1[CH:11]=[CH:10][C:9]2[C:4](=[CH:5][CH:6]=[C:7]3[O:15][CH2:14][C@H:13]([CH2:16]OS(C4C=CC(Br)=CC=4)(=O)=O)[O:12][C:8]3=2)[N:3]=1.[NH:28]1[CH2:31][CH:30]([CH2:32][CH2:33][N:34]2[C:42]3[C:37](=[CH:38][CH:39]=[C:40]([F:43])[CH:41]=3)[CH:36]=[CH:35]2)[CH2:29]1.C(N(CC)CC)C. (2) Given the product [NH2:29][C:5]1[CH:6]=[C:7]2[C:12](=[CH:13][C:4]=1[NH2:1])[N:11]=[CH:10][C:9]([C:14]#[N:15])=[C:8]2[NH:16][C:17]1[CH:18]=[C:19]([O:27][CH3:28])[C:20]([O:25][CH3:26])=[C:21]([O:23][CH3:24])[CH:22]=1, predict the reactants needed to synthesize it. The reactants are: [N:1]([C:4]1[CH:13]=[C:12]2[C:7]([C:8]([NH:16][C:17]3[CH:22]=[C:21]([O:23][CH3:24])[C:20]([O:25][CH3:26])=[C:19]([O:27][CH3:28])[CH:18]=3)=[C:9]([C:14]#[N:15])[CH:10]=[N:11]2)=[CH:6][C:5]=1[N+:29]([O-])=O)=[N+]=[N-]. (3) Given the product [Br:42][C:31]1[C:30](=[O:33])[N:29]([CH3:34])[CH:28]=[C:27]([C:18]2[C:19]([N:21]([CH3:26])[S:22]([CH3:25])(=[O:23])=[O:24])=[CH:20][C:10]3[O:9][C:8]([C:5]4[CH:6]=[CH:7][C:2]([F:1])=[CH:3][CH:4]=4)=[C:12]([C:13]([NH:15][CH3:16])=[O:14])[C:11]=3[CH:17]=2)[CH:32]=1, predict the reactants needed to synthesize it. The reactants are: [F:1][C:2]1[CH:7]=[CH:6][C:5]([C:8]2[O:9][C:10]3[CH:20]=[C:19]([N:21]([CH3:26])[S:22]([CH3:25])(=[O:24])=[O:23])[C:18]([C:27]4[CH:32]=[CH:31][C:30](=[O:33])[N:29]([CH3:34])[CH:28]=4)=[CH:17][C:11]=3[C:12]=2[C:13]([NH:15][CH3:16])=[O:14])=[CH:4][CH:3]=1.C1C(=O)N([Br:42])C(=O)C1. (4) The reactants are: [Cl:1][C:2]1[N:3]=[C:4]2[C:9](=[CH:10][CH:11]=1)[N:8]=[CH:7][C:6]([CH:12]=O)=[C:5]2[NH:14][C:15]1[CH:20]=[CH:19][C:18]([C:21]([CH3:25])([CH3:24])[C:22]#[N:23])=[CH:17][CH:16]=1.C(OP(CC([O:37][CH2:38][CH3:39])=O)(OCC)=O)C.C(=O)([O-])[O-].[K+].[K+]. Given the product [Cl:1][C:2]1[N:3]=[C:4]2[C:9](=[CH:10][CH:11]=1)[N:8]=[CH:7][C:6]1[CH:12]=[CH:39][C:38](=[O:37])[N:14]([C:15]3[CH:20]=[CH:19][C:18]([C:21]([CH3:25])([CH3:24])[C:22]#[N:23])=[CH:17][CH:16]=3)[C:5]2=1, predict the reactants needed to synthesize it. (5) Given the product [Cl:37][C:22]1[C:23]([NH:25][C:26]2[C:35]([F:36])=[CH:34][CH:33]=[CH:32][C:27]=2[C:28]([NH:30][CH3:31])=[O:29])=[N:24][C:19]([NH:1][C:2]2[CH:17]=[CH:16][C:5]3[CH2:6][CH2:7][CH2:8][C:9](=[O:15])[N:10]([CH2:11][CH2:12][O:13][CH3:14])[C:4]=3[CH:3]=2)=[N:20][CH:21]=1, predict the reactants needed to synthesize it. The reactants are: [NH2:1][C:2]1[CH:17]=[CH:16][C:5]2[CH2:6][CH2:7][CH2:8][C:9](=[O:15])[N:10]([CH2:11][CH2:12][O:13][CH3:14])[C:4]=2[CH:3]=1.Cl[C:19]1[N:24]=[C:23]([NH:25][C:26]2[C:35]([F:36])=[CH:34][CH:33]=[CH:32][C:27]=2[C:28]([NH:30][CH3:31])=[O:29])[C:22]([Cl:37])=[CH:21][N:20]=1.C12(CS(O)(=O)=O)C(C)(C)C(CC1)CC2=O.